The task is: Predict the product of the given reaction.. This data is from Forward reaction prediction with 1.9M reactions from USPTO patents (1976-2016). (1) The product is: [Si:1]([O:8][CH:17]([CH2:30][CH2:31][CH2:32][CH2:33][CH2:34][CH2:35][CH3:36])/[CH:18]=[CH:19]/[C:20](/[C:26]([O:28][CH3:29])=[O:27])=[CH:21]/[C:22]([O:24][CH3:25])=[O:23])([C:4]([CH3:7])([CH3:6])[CH3:5])([CH3:3])[CH3:2]. Given the reactants [Si:1]([O:8]S(C(F)(F)F)(=O)=O)([C:4]([CH3:7])([CH3:6])[CH3:5])([CH3:3])[CH3:2].O[CH:17]([CH2:30][CH2:31][CH2:32][CH2:33][CH2:34][CH2:35][CH3:36])/[CH:18]=[CH:19]/[C:20](/[C:26]([O:28][CH3:29])=[O:27])=[CH:21]/[C:22]([O:24][CH3:25])=[O:23].CCN(CC)CC.CCOC(C)=O, predict the reaction product. (2) Given the reactants C[O:2][C:3]1[CH:8]=[CH:7][C:6]([CH2:9][CH2:10][CH2:11][CH:12]2[CH2:16][N:15]([CH2:17][C:18]3[CH:23]=[CH:22][C:21]([C:24]([F:27])([F:26])[F:25])=[CH:20][CH:19]=3)[C:14](=[O:28])[N:13]2[CH3:29])=[CH:5][CH:4]=1.B(Br)(Br)Br, predict the reaction product. The product is: [OH:2][C:3]1[CH:8]=[CH:7][C:6]([CH2:9][CH2:10][CH2:11][CH:12]2[CH2:16][N:15]([CH2:17][C:18]3[CH:23]=[CH:22][C:21]([C:24]([F:27])([F:26])[F:25])=[CH:20][CH:19]=3)[C:14](=[O:28])[N:13]2[CH3:29])=[CH:5][CH:4]=1. (3) Given the reactants [NH2:1][C:2]1[CH:3]=[C:4]([OH:12])[C:5](=[CH:10][CH:11]=1)[C:6]([O:8][CH3:9])=[O:7].[Cl:13][C:14]1[S:15][C:16]([Cl:24])=[C:17]([CH3:23])[C:18]=1[S:19](Cl)(=[O:21])=[O:20].N1C=CC=CC=1, predict the reaction product. The product is: [Cl:13][C:14]1[S:15][C:16]([Cl:24])=[C:17]([CH3:23])[C:18]=1[S:19]([NH:1][C:2]1[CH:11]=[CH:10][C:5]([C:6]([O:8][CH3:9])=[O:7])=[C:4]([OH:12])[CH:3]=1)(=[O:21])=[O:20].